The task is: Predict the reactants needed to synthesize the given product.. This data is from Full USPTO retrosynthesis dataset with 1.9M reactions from patents (1976-2016). Given the product [CH:1]1([N:4]2[C:8]3[C:9]([C:26]4[C:25]([CH3:22])=[CH:35][CH:34]=[C:28]5[C:27]=4[CH:30]=[CH:31][CH:32]=[N:33]5)=[CH:10][C:11]([C:13]4[C:14]([CH3:19])=[N:15][O:16][C:17]=4[CH3:18])=[CH:12][C:7]=3[NH:6][C:5]2=[O:21])[CH2:3][CH2:2]1, predict the reactants needed to synthesize it. The reactants are: [CH:1]1([N:4]2[C:8]3[C:9](I)=[CH:10][C:11]([C:13]4[C:14]([CH3:19])=[N:15][O:16][C:17]=4[CH3:18])=[CH:12][C:7]=3[NH:6][C:5]2=[O:21])[CH2:3][CH2:2]1.[CH2:22](Cl)Cl.[CH2:25]1[CH2:35][CH2:34][N:33]2[C:28](=N[CH2:30][CH2:31][CH2:32]2)[CH2:27][CH2:26]1.